Dataset: Full USPTO retrosynthesis dataset with 1.9M reactions from patents (1976-2016). Task: Predict the reactants needed to synthesize the given product. (1) Given the product [F:1][C:2]1[CH:7]=[CH:6][C:5]([C:8]2[N:23]([CH2:24][CH2:25][C@H:26]3[O:31][C:30]4([CH2:36][CH2:35][CH2:34][CH2:33][CH2:32]4)[O:29][C@@H:28]([CH2:37][C:38]([O:40][CH2:41][C:42]4[CH:43]=[CH:44][CH:45]=[CH:46][CH:47]=4)=[O:39])[CH2:27]3)[C:11]([CH:12]([CH3:14])[CH3:13])=[CH:10][C:9]=2[C:16]2[CH:21]=[CH:20][CH:19]=[CH:18][CH:17]=2)=[CH:4][CH:3]=1, predict the reactants needed to synthesize it. The reactants are: [F:1][C:2]1[CH:7]=[CH:6][C:5]([C:8](=O)[CH:9]([C:16]2[CH:21]=[CH:20][CH:19]=[CH:18][CH:17]=2)[CH2:10][C:11](=O)[CH:12]([CH3:14])[CH3:13])=[CH:4][CH:3]=1.[NH2:23][CH2:24][CH2:25][C@H:26]1[O:31][C:30]2([CH2:36][CH2:35][CH2:34][CH2:33][CH2:32]2)[O:29][C@@H:28]([CH2:37][C:38]([O:40][CH2:41][C:42]2[CH:47]=[CH:46][CH:45]=[CH:44][CH:43]=2)=[O:39])[CH2:27]1. (2) Given the product [CH3:3][C:4]1([CH3:42])[N:9]([CH3:43])[CH2:8][CH2:7][N:6]([CH2:10][C:11]2[N:16]=[CH:15][C:14]([NH:17][C:18]([C:20]3[C:21]4[N:22]=[CH:23][CH:24]=[N:25][C:26]=4[C:27]([C:30]4[C:31]([Cl:41])=[C:32]([O:39][CH3:40])[CH:33]=[C:34]([O:37][CH3:38])[C:35]=4[Cl:36])=[CH:28][CH:29]=3)=[O:19])=[CH:13][CH:12]=2)[CH2:5]1, predict the reactants needed to synthesize it. The reactants are: CI.[CH3:3][C:4]1([CH3:42])[NH:9][CH2:8][CH2:7][N:6]([CH2:10][C:11]2[N:16]=[CH:15][C:14]([NH:17][C:18]([C:20]3[C:21]4[N:22]=[CH:23][CH:24]=[N:25][C:26]=4[C:27]([C:30]4[C:35]([Cl:36])=[C:34]([O:37][CH3:38])[CH:33]=[C:32]([O:39][CH3:40])[C:31]=4[Cl:41])=[CH:28][CH:29]=3)=[O:19])=[CH:13][CH:12]=2)[CH2:5]1.[C:43](=O)([O-])[O-].[K+].[K+]. (3) The reactants are: F[C:2]1[CH:7]=[C:6](F)[CH:5]=[CH:4][C:3]=1[C:9]1C=C(CO)C(=O)N(CC(C)C)N=1.[F:22][C:23]1[CH:28]=[CH:27][C:26]([C:29]2[CH:30]=[C:31]([C:36]([O:38][CH3:39])=[O:37])[C:32](=[O:35])[NH:33][N:34]=2)=[CH:25][C:24]=1[CH3:40].C(Cl)C1C=CC=CC=1. Given the product [CH2:9]([N:33]1[C:32](=[O:35])[C:31]([C:36]([O:38][CH3:39])=[O:37])=[CH:30][C:29]([C:26]2[CH:27]=[CH:28][C:23]([F:22])=[C:24]([CH3:40])[CH:25]=2)=[N:34]1)[C:3]1[CH:4]=[CH:5][CH:6]=[CH:7][CH:2]=1, predict the reactants needed to synthesize it.